The task is: Regression. Given a peptide amino acid sequence and an MHC pseudo amino acid sequence, predict their binding affinity value. This is MHC class I binding data.. This data is from Peptide-MHC class I binding affinity with 185,985 pairs from IEDB/IMGT. The peptide sequence is RLKTATYTF. The MHC is HLA-B35:01 with pseudo-sequence HLA-B35:01. The binding affinity (normalized) is 0.446.